The task is: Predict the reaction yield, written as a fraction of the theoretical maximum amount of product (1.0 means a 100% yield; for example, 0.34 means a 34% yield).. This data is from Reaction yield outcomes from USPTO patents with 853,638 reactions. (1) The reactants are [C:1]([O:5][C:6]([N:8]([CH2:10][C:11]([OH:13])=O)[CH3:9])=[O:7])([CH3:4])([CH3:3])[CH3:2].CCN(CC)CC.ClC(OCC(C)C)=O.Cl.[CH2:30]([O:32][C:33](=[O:37])[CH2:34][NH:35][CH3:36])[CH3:31]. The catalyst is C(Cl)Cl. The product is [CH2:30]([O:32][C:33](=[O:37])[CH2:34][N:35]([C:11](=[O:13])[CH2:10][N:8]([C:6]([O:5][C:1]([CH3:2])([CH3:3])[CH3:4])=[O:7])[CH3:9])[CH3:36])[CH3:31]. The yield is 0.220. (2) The reactants are [F:1][C:2]1[CH:7]=[CH:6][C:5](/[CH:8]=[CH:9]/[C:10](O)=[O:11])=[C:4]([O:13][CH3:14])[CH:3]=1.C1(P([N:29]=[N+:30]=[N-:31])(C2C=CC=CC=2)=O)C=CC=CC=1.CCN(CC)CC. The catalyst is C1C=CC=CC=1. The product is [F:1][C:2]1[CH:7]=[CH:6][C:5](/[CH:8]=[CH:9]/[C:10]([N:29]=[N+:30]=[N-:31])=[O:11])=[C:4]([O:13][CH3:14])[CH:3]=1. The yield is 0.730. (3) The reactants are C([N:8]1[CH:13]([CH3:14])[CH2:12][O:11][C@H:10]([CH2:15][O:16][C:17]2[CH:22]=[CH:21][C:20]([F:23])=[CH:19][CH:18]=2)[CH2:9]1)C1C=CC=CC=1. The catalyst is C(O)C.[Pd]. The product is [F:23][C:20]1[CH:21]=[CH:22][C:17]([O:16][CH2:15][C@H:10]2[O:11][CH2:12][CH:13]([CH3:14])[NH:8][CH2:9]2)=[CH:18][CH:19]=1. The yield is 0.290. (4) The reactants are [Cl:1][C:2]1[C:7]2[C:8](=[O:22])[N:9]([CH2:11][C:12]3[CH:17]=[CH:16][C:15]([O:18][CH3:19])=[CH:14][C:13]=3[O:20][CH3:21])[CH2:10][C:6]=2[C:5]([F:23])=[C:4](Cl)[N:3]=1.[NH2:25][C@@H:26]1[CH2:31][CH2:30][CH2:29][CH2:28][C@@H:27]1[NH:32][C:33](=[O:39])[O:34][C:35]([CH3:38])([CH3:37])[CH3:36].C(N(C(C)C)CC)(C)C.O. The catalyst is C(#N)C.CCOC(C)=O. The product is [Cl:1][C:2]1[C:7]2[C:8](=[O:22])[N:9]([CH2:11][C:12]3[CH:17]=[CH:16][C:15]([O:18][CH3:19])=[CH:14][C:13]=3[O:20][CH3:21])[CH2:10][C:6]=2[C:5]([F:23])=[C:4]([NH:25][C@@H:26]2[CH2:31][CH2:30][CH2:29][CH2:28][C@@H:27]2[NH:32][C:33](=[O:39])[O:34][C:35]([CH3:37])([CH3:36])[CH3:38])[N:3]=1. The yield is 0.466. (5) The reactants are Cl.[Cl:2][C:3]1[CH:22]=[CH:21][C:20]([N+:23]([O-])=O)=[CH:19][C:4]=1[CH2:5][N:6]1[CH2:11][CH2:10][N:9]([C:12]([O:14][C:15]([CH3:18])([CH3:17])[CH3:16])=[O:13])[CH2:8][CH2:7]1. The catalyst is [Fe].C(O)C.O. The product is [NH2:23][C:20]1[CH:21]=[CH:22][C:3]([Cl:2])=[C:4]([CH:19]=1)[CH2:5][N:6]1[CH2:11][CH2:10][N:9]([C:12]([O:14][C:15]([CH3:16])([CH3:17])[CH3:18])=[O:13])[CH2:8][CH2:7]1. The yield is 0.860. (6) The reactants are [Cl:1][C:2]1[CH:3]=[C:4]2[NH:10][CH:9]=[CH:8][C:5]2=[N:6][CH:7]=1.[H-].[Na+].[C:13]1([CH3:23])[CH:18]=[CH:17][C:16]([S:19](Cl)(=[O:21])=[O:20])=[CH:15][CH:14]=1. The catalyst is C1COCC1. The product is [Cl:1][C:2]1[CH:3]=[C:4]2[N:10]([S:19]([C:16]3[CH:17]=[CH:18][C:13]([CH3:23])=[CH:14][CH:15]=3)(=[O:21])=[O:20])[CH:9]=[CH:8][C:5]2=[N:6][CH:7]=1. The yield is 0.840. (7) The catalyst is CO. The product is [C:1]([O-:4])(=[O:3])[CH3:2].[Cl:24][N:7]1[C:6]([CH3:18])([CH3:5])[CH2:10][N:9]([CH2:11][CH2:12][N+:13]([CH3:16])([CH3:15])[CH3:14])[C:8]1=[O:17]. The yield is 0.650. The reactants are [C:1]([O-:4])(=[O:3])[CH3:2].[CH3:5][C:6]1([CH3:18])[CH2:10][N:9]([CH2:11][CH2:12][N+:13]([CH3:16])([CH3:15])[CH3:14])[C:8](=[O:17])[NH:7]1.C(O[Cl:24])(C)(C)C. (8) The reactants are C1[CH:5]2[C@@H:6]3[CH:10]=[CH:9][C@H:8]([CH:4]2C=C1)[CH2:7]3.[CH2:11]([CH2:14][C:15]([O-:17])=[O:16])[CH:12]=[CH2:13].C1(C=CC(O)=CC=1)O. No catalyst specified. The product is [CH:6]12[CH2:7][CH:8]([CH2:9][CH2:10]1)[CH:4]=[CH:5]2.[CH2:11]([CH2:14][C:15]([OH:17])=[O:16])[CH:12]=[CH2:13]. The yield is 0.300.